From a dataset of Full USPTO retrosynthesis dataset with 1.9M reactions from patents (1976-2016). Predict the reactants needed to synthesize the given product. (1) Given the product [ClH:13].[N:14]1[C:23]2[C:18](=[CH:19][CH:20]=[CH:21][CH:22]=2)[CH:17]=[CH:16][C:15]=1[NH:24][C@@H:25]1[CH2:26][CH2:27][C@H:28]([NH:31][C:9](=[O:11])[CH2:8][O:7][C:3]2[CH:2]=[C:1]([CH3:12])[CH:6]=[CH:5][CH:4]=2)[CH2:29][CH2:30]1, predict the reactants needed to synthesize it. The reactants are: [C:1]1([CH3:12])[CH:6]=[CH:5][CH:4]=[C:3]([O:7][CH2:8][C:9]([OH:11])=O)[CH:2]=1.[ClH:13].[N:14]1[C:23]2[C:18](=[CH:19][CH:20]=[CH:21][CH:22]=2)[CH:17]=[CH:16][C:15]=1[NH:24][C@@H:25]1[CH2:30][CH2:29][C@H:28]([NH:31]C(C2C=C([N+]([O-])=O)SC=2)=O)[CH2:27][CH2:26]1.CCN(CC)CC.C1C=CC2N(O)N=NC=2C=1.O.CCN=C=NCCCN(C)C.Cl.Cl. (2) Given the product [ClH:24].[NH2:16][CH2:3][C@H:4]([NH:5][C:6](=[O:15])[O:7][CH2:8][C:9]1[CH:10]=[CH:11][CH:12]=[CH:13][CH:14]=1)[CH2:26][OH:25], predict the reactants needed to synthesize it. The reactants are: OC[C@@H:3]([NH:16]C(=O)OC(C)(C)C)[CH2:4][NH:5][C:6](=[O:15])[O:7][CH2:8][C:9]1[CH:14]=[CH:13][CH:12]=[CH:11][CH:10]=1.[ClH:24].[O:25]1CCOC[CH2:26]1. (3) Given the product [Cl:1][C:2]1[CH:23]=[C:22]([C:24]([F:27])([F:25])[F:26])[CH:21]=[CH:20][C:3]=1[CH2:4][N:5]1[C:9](/[CH:10]=[CH:11]/[C:12]([NH:36][S:33]([CH2:32][CH2:31][CH2:30][O:29][CH3:28])(=[O:35])=[O:34])=[O:13])=[CH:8][C:7]([O:15][CH2:16][CH:17]2[CH2:19][CH2:18]2)=[N:6]1, predict the reactants needed to synthesize it. The reactants are: [Cl:1][C:2]1[CH:23]=[C:22]([C:24]([F:27])([F:26])[F:25])[CH:21]=[CH:20][C:3]=1[CH2:4][N:5]1[C:9](/[CH:10]=[CH:11]/[C:12](O)=[O:13])=[CH:8][C:7]([O:15][CH2:16][CH:17]2[CH2:19][CH2:18]2)=[N:6]1.[CH3:28][O:29][CH2:30][CH2:31][CH2:32][S:33]([NH2:36])(=[O:35])=[O:34].N12CCCN=C1CCCCC2. (4) Given the product [NH2:24][C:4]1[N:3]([CH2:1][CH3:2])[C:8](=[O:9])[C@@H:7]2[C@@H:10]([C:13]([F:14])([F:16])[F:15])[O:11][CH2:12][C@:6]2([C:17]2[CH:22]=[C:21]([N+:34]([O-:36])=[O:35])[CH:20]=[CH:19][C:18]=2[F:23])[N:5]=1, predict the reactants needed to synthesize it. The reactants are: [CH2:1]([N:3]1[C:8](=[O:9])[C@@H:7]2[C@@H:10]([C:13]([F:16])([F:15])[F:14])[O:11][CH2:12][C@:6]2([C:17]2[CH:22]=[CH:21][CH:20]=[CH:19][C:18]=2[F:23])[N:5]=[C:4]1[NH:24]C(=O)OC(C)(C)C)[CH3:2].[OH-].[Na+].[N+:34]([O-])([OH:36])=[O:35]. (5) Given the product [CH2:10]([O:17][C:18]1[CH:19]=[CH:20][C:21]([CH:22]=[N:9][C@@H:2]([CH3:1])[C:3]2[CH:8]=[CH:7][CH:6]=[CH:5][CH:4]=2)=[CH:24][CH:25]=1)[C:11]1[CH:12]=[CH:13][CH:14]=[CH:15][CH:16]=1, predict the reactants needed to synthesize it. The reactants are: [CH3:1][C@H:2]([NH2:9])[C:3]1[CH:8]=[CH:7][CH:6]=[CH:5][CH:4]=1.[CH2:10]([O:17][C:18]1[CH:25]=[CH:24][C:21]([CH:22]=O)=[CH:20][CH:19]=1)[C:11]1[CH:16]=[CH:15][CH:14]=[CH:13][CH:12]=1. (6) The reactants are: [CH3:1][O:2][C:3]1[C:7]2[C:8](=[O:25])[N:9]([CH2:16][C:17](=[O:24])[C:18]3[CH:23]=[CH:22][CH:21]=[CH:20][CH:19]=3)[C:10]3[CH:11]=[CH:12][CH:13]=[CH:14][C:15]=3[C:6]=2[S:5][C:4]=1[C:26]([NH:28][CH2:29][CH2:30][NH:31][CH:32]([CH3:34])[CH3:33])=[O:27].C(OC(=O)C)C.[ClH:41]. Given the product [ClH:41].[CH3:1][O:2][C:3]1[C:7]2[C:8](=[O:25])[N:9]([CH2:16][C:17](=[O:24])[C:18]3[CH:23]=[CH:22][CH:21]=[CH:20][CH:19]=3)[C:10]3[CH:11]=[CH:12][CH:13]=[CH:14][C:15]=3[C:6]=2[S:5][C:4]=1[C:26]([NH:28][CH2:29][CH2:30][NH:31][CH:32]([CH3:34])[CH3:33])=[O:27], predict the reactants needed to synthesize it. (7) Given the product [OH:4][C:3]1[C:2]([OH:14])=[CH:12][C:7]2[C:6](=[CH:11][CH:10]=[CH:9][CH:8]=2)[N:5]=1, predict the reactants needed to synthesize it. The reactants are: Cl[CH2:2][C:3]([NH:5][C:6]1[CH:11]=[CH:10][CH:9]=[CH:8][C:7]=1[CH:12]=O)=[O:4].[OH2:14].[OH-].[K+].